From a dataset of Reaction yield outcomes from USPTO patents with 853,638 reactions. Predict the reaction yield, written as a fraction of the theoretical maximum amount of product (1.0 means a 100% yield; for example, 0.34 means a 34% yield). (1) The reactants are C(OC([C:6]1[C:7]([Cl:17])=[C:8]2[CH:14]=[N:13][N:12]([CH2:15][CH3:16])[C:9]2=[N:10][CH:11]=1)=O)C.[OH-].[Na+].Cl.CC[N:23]([CH2:26]C)CC.C1C=CC(P(N=[N+]=[N-])(C2C=CC=CC=2)=[O:35])=CC=1.[CH3:45][C:46]([OH:49])([CH3:48])[CH3:47]. The catalyst is CCO.C1COCC1. The product is [C:46]([O:49][C:26](=[O:35])[NH:23][C:6]1[C:7]([Cl:17])=[C:8]2[CH:14]=[N:13][N:12]([CH2:15][CH3:16])[C:9]2=[N:10][CH:11]=1)([CH3:48])([CH3:47])[CH3:45]. The yield is 0.840. (2) The reactants are [CH2:1]([N:8]1[CH2:11][CH:10]([O:12][Si](C)(C)C)[CH2:9]1)[C:2]1[CH:7]=[CH:6][CH:5]=[CH:4][CH:3]=1.C[O-].[Na+]. The catalyst is CO. The product is [CH2:1]([N:8]1[CH2:11][CH:10]([OH:12])[CH2:9]1)[C:2]1[CH:3]=[CH:4][CH:5]=[CH:6][CH:7]=1. The yield is 0.770. (3) The reactants are Br[CH2:2][C:3]1[C:4]([CH3:9])=[CH:5][CH:6]=[CH:7][CH:8]=1.[CH3:10][C:11]1[CH:16]=[CH:15][CH:14]=[CH:13][C:12]=1[OH:17].C(=O)([O-])[O-].[Cs+].[Cs+].Cl. The catalyst is CN(C=O)C.O. The product is [CH3:9][C:4]1[CH:5]=[CH:6][CH:7]=[CH:8][C:3]=1[CH2:2][O:17][C:12]1[CH:13]=[CH:14][CH:15]=[CH:16][C:11]=1[CH3:10]. The yield is 0.880. (4) The reactants are [Cu](C#N)C#N.[C:6]([Mg]Cl)([CH3:9])([CH3:8])[CH3:7].Br[C:13]1[CH:14]=[CH:15][C:16]([NH:19][C:20](=[O:26])[O:21][C:22]([CH3:25])([CH3:24])[CH3:23])=[N:17][CH:18]=1. The catalyst is O1CCCC1. The product is [C:6]([C:13]1[CH:14]=[CH:15][C:16]([NH:19][C:20](=[O:26])[O:21][C:22]([CH3:25])([CH3:24])[CH3:23])=[N:17][CH:18]=1)([CH3:9])([CH3:8])[CH3:7]. The yield is 0.650. (5) The reactants are [CH2:1]([C:3]1([CH2:19][CH3:20])[C:11]2[C:6](=[CH:7][CH:8]=[C:9]([N+:12]([O-])=O)[CH:10]=2)[N:5]([CH:15]([CH3:17])[CH3:16])[C:4]1=[O:18])[CH3:2]. The catalyst is CO.O1CCCC1.[Pd]. The product is [NH2:12][C:9]1[CH:10]=[C:11]2[C:6](=[CH:7][CH:8]=1)[N:5]([CH:15]([CH3:16])[CH3:17])[C:4](=[O:18])[C:3]2([CH2:19][CH3:20])[CH2:1][CH3:2]. The yield is 0.860.